Dataset: Full USPTO retrosynthesis dataset with 1.9M reactions from patents (1976-2016). Task: Predict the reactants needed to synthesize the given product. (1) Given the product [CH3:36][CH:35]([CH3:37])[CH2:34][CH2:33][O:12][C:11]([C:7]1[NH:8][C:9]2[C:5]([CH:6]=1)=[CH:4][C:3]([O:14][CH2:15][C:16]1[CH:21]=[CH:20][CH:19]=[CH:18][CH:17]=1)=[C:2]([NH2:1])[CH:10]=2)=[O:13], predict the reactants needed to synthesize it. The reactants are: [NH2:1][C:2]1[CH:10]=[C:9]2[C:5]([CH:6]=[C:7]([C:11]([OH:13])=[O:12])[NH:8]2)=[CH:4][C:3]=1[O:14][CH2:15][C:16]1[CH:21]=[CH:20][CH:19]=[CH:18][CH:17]=1.C(OCC)(=O)C.C(=O)(O)[O-].[Na+].[CH2:33](O)[CH2:34][CH:35]([CH3:37])[CH3:36]. (2) Given the product [CH3:24][N:2]([CH3:1])[CH:3]=[N:4][S:5]([C:8]1[CH:13]=[CH:12][CH:11]=[CH:10][C:9]=1[C:14]([CH3:22])([CH3:23])[CH2:15][C:16](=[O:21])[C:17]([F:18])([F:19])[F:20])(=[O:7])=[O:6], predict the reactants needed to synthesize it. The reactants are: [CH3:1][N:2]([CH3:24])[CH:3]=[N:4][S:5]([C:8]1[CH:13]=[CH:12][CH:11]=[CH:10][C:9]=1[C:14]([CH3:23])([CH3:22])[CH2:15][CH:16]([OH:21])[C:17]([F:20])([F:19])[F:18])(=[O:7])=[O:6].CC(OI1(OC(C)=O)(OC(C)=O)OC(=O)C2C=CC=CC1=2)=O. (3) Given the product [CH3:25][O:26][C:27]1[CH:34]=[CH:33][C:30]([CH2:31][N:4]2[C:5]3[C:10](=[CH:9][C:8]([N+:11]([O-:13])=[O:12])=[CH:7][CH:6]=3)[C:2]([CH3:1])=[N:3]2)=[CH:29][CH:28]=1, predict the reactants needed to synthesize it. The reactants are: [CH3:1][C:2]1[C:10]2[C:5](=[CH:6][CH:7]=[C:8]([N+:11]([O-:13])=[O:12])[CH:9]=2)[NH:4][N:3]=1.CN(C=O)C.C(=O)([O-])[O-].[Cs+].[Cs+].[CH3:25][O:26][C:27]1[CH:34]=[CH:33][C:30]([CH2:31]Cl)=[CH:29][CH:28]=1. (4) The reactants are: [NH2:1][C:2]1[CH:3]=[N:4][CH:5]=[C:6]([Cl:8])[CH:7]=1.[C:9](Cl)(Cl)=[S:10].CS(O)(=O)=O.[NH2:18][CH2:19][CH2:20][NH:21][C:22]([NH:24][CH3:25])=[O:23].C(=O)(O)[O-].[Na+]. Given the product [Cl:8][C:6]1[CH:5]=[N:4][CH:3]=[C:2]([NH:1][C:9]([NH:18][CH2:19][CH2:20][NH:21][C:22]([NH:24][CH3:25])=[O:23])=[S:10])[CH:7]=1, predict the reactants needed to synthesize it. (5) Given the product [ClH:34].[CH3:1][O:2][C:3]([CH:5]1[CH2:9][CH:8]([O:10][C:11]2[C:20]3[C:15](=[CH:16][CH:17]=[CH:18][CH:19]=3)[N:14]=[C:13]([C:21]3[CH:26]=[CH:25][CH:24]=[CH:23][CH:22]=3)[CH:12]=2)[CH2:7][NH:6]1)=[O:4], predict the reactants needed to synthesize it. The reactants are: [CH3:1][O:2][C:3]([CH:5]1[CH2:9][CH:8]([O:10][C:11]2[C:20]3[C:15](=[CH:16][CH:17]=[CH:18][CH:19]=3)[N:14]=[C:13]([C:21]3[CH:26]=[CH:25][CH:24]=[CH:23][CH:22]=3)[CH:12]=2)[CH2:7][N:6]1C(OC(C)(C)C)=O)=[O:4].[ClH:34]. (6) Given the product [CH3:1][C:2]1[C:7]([NH:8][C:26]([CH:23]2[CH2:24][CH2:25][O:20][CH2:21][CH2:22]2)=[O:27])=[CH:6][CH:5]=[C:4]([N:9]2[CH2:13][CH2:12][C@H:11]([N:14]3[CH2:18][CH2:17][CH2:16][C@@H:15]3[CH3:19])[CH2:10]2)[N:3]=1, predict the reactants needed to synthesize it. The reactants are: [CH3:1][C:2]1[C:7]([NH2:8])=[CH:6][CH:5]=[C:4]([N:9]2[CH2:13][CH2:12][C@H:11]([N:14]3[CH2:18][CH2:17][CH2:16][C@@H:15]3[CH3:19])[CH2:10]2)[N:3]=1.[O:20]1[CH2:25][CH2:24][CH:23]([C:26](O)=[O:27])[CH2:22][CH2:21]1.CN1CCOCC1.ON1C2C=CC=CC=2N=N1.CCN=C=NCCCN(C)C.Cl.Cl. (7) Given the product [CH3:25][C:20]1[C:21]([N+:22]([O-:24])=[O:23])=[C:16]([CH3:15])[CH:17]=[CH:18][C:19]=1[CH2:2][CH2:3][CH2:4][C:5]([O:7][CH2:8][CH3:9])=[O:6], predict the reactants needed to synthesize it. The reactants are: Br[CH2:2][CH2:3][CH2:4][C:5]([O:7][CH2:8][CH3:9])=[O:6].[Zn](CC)CC.[CH3:15][C:16]1[C:21]([N+:22]([O-:24])=[O:23])=[C:20]([CH3:25])[CH:19]=[CH:18][C:17]=1I. (8) Given the product [Br:8][C:6]1[N:7]=[C:2]2[N:25]([CH2:24][C@H:21]3[CH2:22][CH2:23][C@H:18]([O:17][CH3:16])[CH2:19][CH2:20]3)[C:11](=[O:13])[CH2:10][NH:9][C:3]2=[N:4][CH:5]=1, predict the reactants needed to synthesize it. The reactants are: Br[C:2]1[C:3]([NH:9][CH2:10][C:11]([O:13]CC)=O)=[N:4][CH:5]=[C:6]([Br:8])[N:7]=1.[CH3:16][O:17][C@H:18]1[CH2:23][CH2:22][C@H:21]([CH2:24][NH2:25])[CH2:20][CH2:19]1.C(N(C(C)C)CC)(C)C.O. (9) Given the product [CH3:30][Si:29]([CH3:32])([CH3:31])[C:4]1[C:5]2[S:6](=[O:15])[C:7]3[C:12](=[CH:11][CH:10]=[CH:9][C:8]=3[Si:29]([CH3:32])([CH3:31])[CH3:30])[S:13][C:14]=2[CH:1]=[CH:2][CH:3]=1, predict the reactants needed to synthesize it. The reactants are: [CH:1]1[C:14]2[S:13][C:12]3[C:7](=[CH:8][CH:9]=[CH:10][CH:11]=3)[S:6](=[O:15])[C:5]=2[CH:4]=[CH:3][CH:2]=1.C([Li])CCC.C(NC(C)C)(C)C.Cl[Si:29]([CH3:32])([CH3:31])[CH3:30]. (10) Given the product [CH:16]1([CH2:15][C@H:11]([CH2:10][N:9]([CH:21]=[O:22])[OH:8])[C:12]([NH:24][C@@H:25]([C:46]([CH3:49])([CH3:48])[CH3:47])[C:26]([N:28]2[CH2:33][CH2:32][CH:31]([NH:34][C:35](=[O:45])[C:36]3[CH:41]=[C:40]([F:42])[C:39]([F:43])=[CH:38][C:37]=3[F:44])[CH2:30][CH2:29]2)=[O:27])=[O:14])[CH2:17][CH2:18][CH2:19][CH2:20]1, predict the reactants needed to synthesize it. The reactants are: C([O:8][N:9]([CH:21]=[O:22])[CH2:10][C@@H:11]([CH2:15][CH:16]1[CH2:20][CH2:19][CH2:18][CH2:17]1)[C:12]([OH:14])=O)C1C=CC=CC=1.Cl.[NH2:24][C@@H:25]([C:46]([CH3:49])([CH3:48])[CH3:47])[C:26]([N:28]1[CH2:33][CH2:32][CH:31]([NH:34][C:35](=[O:45])[C:36]2[CH:41]=[C:40]([F:42])[C:39]([F:43])=[CH:38][C:37]=2[F:44])[CH2:30][CH2:29]1)=[O:27].